From a dataset of Reaction yield outcomes from USPTO patents with 853,638 reactions. Predict the reaction yield, written as a fraction of the theoretical maximum amount of product (1.0 means a 100% yield; for example, 0.34 means a 34% yield). The reactants are Br[CH2:2][CH2:3][CH2:4][OH:5].[Cl:6][C:7]1[CH:12]=[C:11]([O:13][CH2:14][CH:15]=[C:16]([Cl:18])[Cl:17])[CH:10]=[C:9]([Cl:19])[C:8]=1[OH:20].[OH-].[Na+].S(=O)(=O)(O)O. The catalyst is [Br-].C([N+](CCCC)(CCCC)CCCC)CCC.O.C1(C)C=CC=CC=1.CCCCCC. The product is [Cl:6][C:7]1[CH:12]=[C:11]([O:13][CH2:14][CH:15]=[C:16]([Cl:18])[Cl:17])[CH:10]=[C:9]([Cl:19])[C:8]=1[O:20][CH2:2][CH2:3][CH2:4][OH:5]. The yield is 0.900.